From a dataset of Full USPTO retrosynthesis dataset with 1.9M reactions from patents (1976-2016). Predict the reactants needed to synthesize the given product. (1) Given the product [Cl:25][C:26]1[C:34]([F:35])=[CH:33][CH:32]=[CH:31][C:27]=1[C:28]([NH:15][C@H:9]1[C:8]2[C:12](=[CH:13][CH:14]=[C:6]([C:4]([O:3][CH3:2])=[O:5])[CH:7]=2)[CH2:11][CH2:10]1)=[O:29], predict the reactants needed to synthesize it. The reactants are: Cl.[CH3:2][O:3][C:4]([C:6]1[CH:7]=[C:8]2[C:12](=[CH:13][CH:14]=1)[CH2:11][CH2:10][C@H:9]2[NH2:15])=[O:5].CCN(C(C)C)C(C)C.[Cl:25][C:26]1[C:34]([F:35])=[CH:33][CH:32]=[CH:31][C:27]=1[C:28](Cl)=[O:29]. (2) Given the product [NH2:2][CH2:3][CH:4]1[CH2:13][CH2:12][CH2:11][C:10]2[CH:9]=[C:8]([N:14]3[C:19](=[O:20])[CH:18]=[N:17][C:16]4[CH:21]=[CH:22][C:23]([O:25][CH3:26])=[N:24][C:15]3=4)[CH:7]=[CH:6][C:5]1=2, predict the reactants needed to synthesize it. The reactants are: Cl.[NH2:2][CH2:3][CH:4]1[CH2:13][CH2:12][CH2:11][C:10]2[CH:9]=[C:8]([N:14]3[C:19](=[O:20])[CH:18]=[N:17][C:16]4[CH:21]=[CH:22][C:23]([O:25][CH3:26])=[N:24][C:15]3=4)[CH:7]=[CH:6][C:5]1=2. (3) The reactants are: FC(F)(F)S(O[C:7]1[CH2:8][O:9][CH2:10][CH2:11][CH:12]=1)(=O)=O.[CH3:15][C:16]1([CH3:32])[C:20]([CH3:22])([CH3:21])[O:19][B:18]([B:18]2[O:19][C:20]([CH3:22])([CH3:21])[C:16]([CH3:32])([CH3:15])[O:17]2)[O:17]1.ClCCl.C([O-])(=O)C.[K+]. Given the product [O:9]1[CH2:10][CH2:11][CH:12]=[C:7]([B:18]2[O:19][C:20]([CH3:22])([CH3:21])[C:16]([CH3:32])([CH3:15])[O:17]2)[CH2:8]1, predict the reactants needed to synthesize it. (4) Given the product [NH2:9][C:10]1[O:11][C@H:12]([C:36]([F:37])([F:39])[F:38])[CH2:13][C@:14]([C:18]2[CH:19]=[C:20]([NH:25][C:26]([C:28]3[CH:33]=[N:32][C:31]([O:34][CH3:35])=[CH:30][N:29]=3)=[O:27])[CH:21]=[CH:22][C:23]=2[F:24])([CH2:16][F:17])[N:15]=1, predict the reactants needed to synthesize it. The reactants are: C([NH:9][C:10]1[O:11][C@H:12]([C:36]([F:39])([F:38])[F:37])[CH2:13][C@:14]([C:18]2[CH:19]=[C:20]([NH:25][C:26]([C:28]3[CH:33]=[N:32][C:31]([O:34][CH3:35])=[CH:30][N:29]=3)=[O:27])[CH:21]=[CH:22][C:23]=2[F:24])([CH2:16][F:17])[N:15]=1)(=O)C1C=CC=CC=1.N12CCCN=C1CCCCC2. (5) Given the product [N+:1]([C:4]1[CH:5]=[C:6](/[CH:7]=[CH:15]/[C:16](=[O:17])[CH3:18])[CH:9]=[CH:10][CH:11]=1)([O-:3])=[O:2], predict the reactants needed to synthesize it. The reactants are: [N+:1]([C:4]1[CH:5]=[C:6]([CH:9]=[CH:10][CH:11]=1)[CH:7]=O)([O-:3])=[O:2].O.[OH-].[Na+].[CH3:15][C:16]([CH3:18])=[O:17]. (6) Given the product [S:29]([C:26]1[CH:27]=[CH:28][C:23]([CH3:33])=[CH:24][CH:25]=1)([O:14][CH2:13][CH2:12][O:11][CH2:10][CH2:9][S:8][CH2:7][C:6]1[CH:5]=[CH:4][C:3]([O:2][CH3:1])=[CH:16][CH:15]=1)(=[O:31])=[O:30], predict the reactants needed to synthesize it. The reactants are: [CH3:1][O:2][C:3]1[CH:16]=[CH:15][C:6]([CH2:7][S:8][CH2:9][CH2:10][O:11][CH2:12][CH2:13][OH:14])=[CH:5][CH:4]=1.N1C=CC=CC=1.[C:23]1([CH3:33])[CH:28]=[CH:27][C:26]([S:29](Cl)(=[O:31])=[O:30])=[CH:25][CH:24]=1.O. (7) Given the product [O:61]=[S:58]1(=[O:62])[CH2:57][CH2:56][N:55]([C:52]([CH3:54])([CH3:53])[CH2:51][NH:50][CH2:34][C@:18]23[CH2:30][CH2:29][C@@H:28]([C:31]([CH3:33])=[CH2:32])[C@@H:19]2[C@@H:20]2[C@@:15]([CH3:36])([CH2:16][CH2:17]3)[C@@:14]3([CH3:37])[C@@H:23]([C@:24]4([CH3:27])[C@@H:11]([CH2:12][CH2:13]3)[C:10]([CH3:38])([CH3:39])[C:9]([C:6]3[CH2:7][CH2:8][C@@:3]([CH2:2][F:1])([C:40]([O:42][CH2:43][C:44]5[CH:45]=[CH:46][CH:47]=[CH:48][CH:49]=5)=[O:41])[CH2:4][CH:5]=3)=[CH:26][CH2:25]4)[CH2:22][CH2:21]2)[CH2:60][CH2:59]1, predict the reactants needed to synthesize it. The reactants are: [F:1][CH2:2][C@@:3]1([C:40]([O:42][CH2:43][C:44]2[CH:49]=[CH:48][CH:47]=[CH:46][CH:45]=2)=[O:41])[CH2:8][CH2:7][C:6]([C:9]2[C:10]([CH3:39])([CH3:38])[C@H:11]3[C@:24]([CH3:27])([CH2:25][CH:26]=2)[C@@H:23]2[C@:14]([CH3:37])([C@@:15]4([CH3:36])[C@H:20]([CH2:21][CH2:22]2)[C@H:19]2[C@H:28]([C:31]([CH3:33])=[CH2:32])[CH2:29][CH2:30][C@:18]2([CH:34]=O)[CH2:17][CH2:16]4)[CH2:13][CH2:12]3)=[CH:5][CH2:4]1.[NH2:50][CH2:51][C:52]([N:55]1[CH2:60][CH2:59][S:58](=[O:62])(=[O:61])[CH2:57][CH2:56]1)([CH3:54])[CH3:53].C([BH3-])#N.[Na+].CC(O)=O.